From a dataset of Catalyst prediction with 721,799 reactions and 888 catalyst types from USPTO. Predict which catalyst facilitates the given reaction. (1) Reactant: C([O:3][C:4](=O)[CH2:5][CH:6]1[CH2:9][N:8]([C:10]([CH:12]2[CH2:14][CH2:13]2)=[O:11])[CH2:7]1)C.O.[NH2:17][NH2:18]. Product: [CH:12]1([C:10]([N:8]2[CH2:9][CH:6]([CH2:5][C:4]([NH:17][NH2:18])=[O:3])[CH2:7]2)=[O:11])[CH2:14][CH2:13]1. The catalyst class is: 8. (2) Reactant: Cl[C:2]1[C:11]2=[N:12][N:13](CC3C=CC(OC)=CC=3)[CH:14]=[C:10]2[C:9]2[CH:8]=[C:7]([O:24][CH3:25])[CH:6]=[CH:5][C:4]=2[N:3]=1.[CH3:26][N:27]([CH3:36])[C:28]1[CH:33]=[CH:32][C:31]([NH2:34])=[CH:30][C:29]=1[CH3:35].Cl. Product: [CH3:25][O:24][C:7]1[CH:6]=[CH:5][C:4]2[N:3]=[C:2]([NH:34][C:31]3[CH:32]=[CH:33][C:28]([N:27]([CH3:36])[CH3:26])=[C:29]([CH3:35])[CH:30]=3)[C:11]3=[N:12][NH:13][CH:14]=[C:10]3[C:9]=2[CH:8]=1. The catalyst class is: 71. (3) Reactant: [CH3:1][O:2][CH2:3][CH:4]([CH2:29][O:30][CH3:31])[O:5][C:6]1[CH:7]=[C:8]([O:18][C:19]2[CH:20]=[N:21][C:22]([S:25]([CH3:28])(=[O:27])=[O:26])=[CH:23][CH:24]=2)[CH:9]=[C:10]2[C:14]=1[NH:13][C:12]([C:15]([NH2:17])=O)=[CH:11]2.COC1C=CC(P2(SP(C3C=CC(OC)=CC=3)(=S)S2)=[S:41])=CC=1. Product: [CH3:31][O:30][CH2:29][CH:4]([CH2:3][O:2][CH3:1])[O:5][C:6]1[CH:7]=[C:8]([O:18][C:19]2[CH:20]=[N:21][C:22]([S:25]([CH3:28])(=[O:27])=[O:26])=[CH:23][CH:24]=2)[CH:9]=[C:10]2[C:14]=1[NH:13][C:12]([C:15](=[S:41])[NH2:17])=[CH:11]2. The catalyst class is: 7. (4) Reactant: C(O)(C(F)(F)F)=O.[Cl:8][C:9]1[CH:14]=[CH:13][CH:12]=[CH:11][C:10]=1[C:15]1[N:23]([CH:24]2[CH2:29][CH2:28][N:27](C(OC(C)(C)C)=O)[CH2:26][CH2:25]2)[C:18]2=[N:19][CH:20]=[CH:21][CH:22]=[C:17]2[N:16]=1.C([O-])(O)=O.[Na+]. Product: [Cl:8][C:9]1[CH:14]=[CH:13][CH:12]=[CH:11][C:10]=1[C:15]1[N:23]([CH:24]2[CH2:29][CH2:28][NH:27][CH2:26][CH2:25]2)[C:18]2=[N:19][CH:20]=[CH:21][CH:22]=[C:17]2[N:16]=1. The catalyst class is: 2. (5) Reactant: [NH2:1][C:2]1[CH:3]=[CH:4][C:5]([N:9]2[CH2:14][CH2:13][CH2:12][C@@H:11]([C:15]([N:17]3[CH2:21][CH2:20][CH2:19][CH2:18]3)=[O:16])[CH2:10]2)=[N:6][C:7]=1[NH2:8].[C:22]([O:26][C:27]([N:29]1[CH2:34][CH2:33][CH2:32][C@@H:31]([C:35](O)=[O:36])[CH2:30]1)=[O:28])([CH3:25])([CH3:24])[CH3:23].CCCP1(OP(CCC)(=O)OP(CCC)(=O)O1)=O.C(N(CC)CC)C. Product: [NH2:8][C:7]1[C:2]([NH:1][C:35]([CH:31]2[CH2:32][CH2:33][CH2:34][N:29]([C:27]([O:26][C:22]([CH3:25])([CH3:24])[CH3:23])=[O:28])[CH2:30]2)=[O:36])=[CH:3][CH:4]=[C:5]([N:9]2[CH2:14][CH2:13][CH2:12][C@@H:11]([C:15]([N:17]3[CH2:21][CH2:20][CH2:19][CH2:18]3)=[O:16])[CH2:10]2)[N:6]=1. The catalyst class is: 12. (6) Reactant: [CH:1]([N:4]1[C:8]([C:9]2[N:18]=[C:17]3[N:11]([CH2:12][CH2:13][O:14][C:15]4[CH:22]=[C:21](O)[N:20]=[CH:19][C:16]=43)[CH:10]=2)=[N:7][C:6](C)=[N:5]1)([CH3:3])[CH3:2].[CH3:25][O:26][C@H:27]1[CH2:31][NH:30][C@H:29]([C:32]([NH2:34])=[O:33])[CH2:28]1. Product: [CH:1]([N:4]1[C:8]([C:9]2[N:18]=[C:17]3[C:16]4[CH:19]=[N:20][C:21]([N:30]5[CH2:31][C@H:27]([O:26][CH3:25])[CH2:28][C@H:29]5[C:32]([NH2:34])=[O:33])=[CH:22][C:15]=4[O:14][CH2:13][CH2:12][N:11]3[CH:10]=2)=[N:7][CH:6]=[N:5]1)([CH3:3])[CH3:2]. The catalyst class is: 6. (7) Reactant: [Li+].[OH-].[NH:3]([C:7]1[CH:8]=[C:9]([CH:30]=[CH:31][CH:32]=1)[C:10]([NH:12][CH2:13][C:14]([NH:16][CH:17]([C:24]1[CH:29]=[CH:28][CH:27]=[CH:26][CH:25]=1)[CH2:18][C:19]([O:21]CC)=[O:20])=[O:15])=[O:11])[C:4]([NH2:6])=[NH:5].[F:33][C:34]([F:39])([F:38])[C:35]([OH:37])=[O:36]. Product: [F:33][C:34]([F:39])([F:38])[C:35]([OH:37])=[O:36].[NH:3]([C:7]1[CH:8]=[C:9]([CH:30]=[CH:31][CH:32]=1)[C:10]([NH:12][CH2:13][C:14]([NH:16][CH:17]([C:24]1[CH:25]=[CH:26][CH:27]=[CH:28][CH:29]=1)[CH2:18][C:19]([OH:21])=[O:20])=[O:15])=[O:11])[C:4]([NH2:6])=[NH:5]. The catalyst class is: 6. (8) Reactant: Cl.[CH3:2][C:3]1([CH3:21])[C@H:6]([C:7]2([CH3:12])OCC[O:8]2)[CH2:5][C@@H:4]1[CH2:13][CH2:14][N:15]1[CH2:20][CH2:19][O:18][CH2:17][CH2:16]1. Product: [CH3:2][C:3]1([CH3:21])[C@@H:4]([CH2:13][CH2:14][N:15]2[CH2:20][CH2:19][O:18][CH2:17][CH2:16]2)[CH2:5][C@H:6]1[C:7](=[O:8])[CH3:12]. The catalyst class is: 5.